Dataset: B-cell epitopes from IEDB database with 3,159 antigens for binding position prediction. Task: Token-level Classification. Given an antigen amino acid sequence, predict which amino acid positions are active epitope sites capable of antibody binding. Output is a list of indices for active positions. (1) Given the antigen sequence: MVAFKGVWTQAFWKAVTAEFLAMLIFVLLSLGSTINWGGTEKPLPVDMVLISLCFGLSIATMVQCFGHISGGHINPAVTVAMVCTRKISIAKSVFYIAAQCLGAIIGAGILYLVTPPSVVGGLGVTMVHGNLTAGHGLLVELIITFQLVFTIFASCDSKRTDVTGSIALAIGFSVAIGHLFAINYTGASMNPARSFGPAVIMGNWENHWIYWVGPIIGAVLAGGLYEYVFCPDVEFKRRFKEAFSKAAQQTKGSYMEVEDNRSQVETDDLILKPGVVHVIDVDRGEEKKGKDQSGEVLSSV, which amino acid positions are active epitope sites? The epitope positions are: [254, 255, 256, 257, 258, 259, 260, 261, 262, 263, 264, 265, 266, 267, 268]. The amino acids at these positions are: YMEVEDNRSQVETDD. (2) Given the antigen sequence: MAMAGVFVLFSFVLCGFLPDAAFGAEVDCSRFPNATDKEGKDVLVCNKDLRPICGTDGVTYTNDCLLCAYSIEFGTNISKEHDGECKETVPMNCSSYANTTSEDGKVMVLCNRAFNPVCGTDGVTYDNECLLCAHKVEQGASVDKRHDGGCRKELAAVSVDCSEYPKPDCTAEDRPLCGSDNKTYGNKCNFCNAVVESNGTLTLSHFGKC, which amino acid positions are active epitope sites? The epitope positions are: [104, 105, 106, 107, 108, 109, 110, 111, 112, 113, 114, 115, 116, 117]. The amino acids at these positions are: GKVMVLCNRAFNPV. (3) Given the antigen sequence: MSENEIQDQQPSEPNDGQRGGGGGATGSVGGGKGSGVGISTGGWVGGSYFTDSYVITKNTRQFLVKIQNNHQYKTENIIPSNGGGKSQRCVSTPWSYFNFNQYSSHFSPQDWQRLTNEYKRFRPKGMHVKIYNLQIKQILSNGADVTYNNDLTAGVHIFCDGEHAYPNATHPWDEDVMPELPYQTWYLFQYGYIPTIHELAEMEDSNAVEKAIALQIPFFMLENSDHEVLRTGESAEFNFNFDCEWINNERAFIPPGLMFNPLVPTRRAQYIRRNGNTQASTSRVQPYAKPTSWMTGPGLLSAQRVGPAASDTAAWMVGVDPEGANINSGRAGVSSGFDPPAGSLRPTDLEYKVQWYQTPAGTNNDGNIISNPPLSMLRDQTLYRGNQTTYNLCSDVWMFPNQIWDRYPVTRENPIWCKQPRSDKHTTIDPFDGSIAMDHPPGTIFIKMAKIPVPSNNNADSYLNIYCTGQVSCEIVWEVERYATKNWRPERRHTALGLG..., which amino acid positions are active epitope sites? The epitope positions are: [161, 162, 163, 164, 165, 166, 167, 168, 169, 170, 171, 172, 173, 174, 175, 176, 177, 178, 179, 180... (24 total positions)]. The amino acids at these positions are: GEHAYPNATHPWDEDVMPELPYQT. (4) The epitope positions are: [78, 79, 80, 81, 82, 83, 84, 85, 86, 87, 88, 89, 90, 91, 92, 93, 94, 95]. The amino acids at these positions are: GKVALRIQNVRFSDEGGY. Given the antigen sequence: GQFRVIGPGHPIRALVGDEAELPCRISPGKNATGMEVGWYRSPFSRVVHLYRNGKDQDAEQAPEYRGRTELLKESIGEGKVALRIQNVRFSDEGGYTCFFRDHSYQEEAAVELKVEDPFYWINPGVLALIALVPMLLLQVSVGLVFLFLQHRLRGKLRAEVENLHRTFDPHFLRVPCWKITLFVIVPVLGPLVALIICYNWLHRRLAGQFLEELRNPF, which amino acid positions are active epitope sites? (5) Given the antigen sequence: MKKVSTLDLLFVAIMGVSPAAFAADLIDVSKLPSKAAQGAPGPVTLQAAVGAGGADELKAIRSTTLPNGKQVTRYEQFHNGVRVVGEAITEVKGPGKSVAAQRSGHFVANIAADLPGSTTAAVSAEQVLAQAKSLKAQGRKTENDKVELVIRLGENNIAQLVYNVSYLIPGEGLSRPHFVIDAKTGEVLDQWEGLAHAEAGGPGGNQKIGKYTYGSDYGPLIVNDRCEMDDGNVITVDMNGSTDDSKTTPFRFACPTNTYKQVNGAYSPLNDAHFFGGVVFKLYRDWFGTSPLTHKLYMKVHYGRSVENAYWDGTAMLFGDGATMFYPLVSLDVAAHEVSHGFTEQNSGLIYRGQSGGMNEAFSDMAGEAAEFYMRGKNDFLIGYDIKKGSGALRYMDQPSRDGRSIDNASQYYNGIDVHHSSGVYNRAFYLLANLPGWDTRKAFEVFVDANRYYWTATSNYNSGACGVIRSAQNRNYSAADVTRAFSTVGVTCPSAL, which amino acid positions are active epitope sites? The epitope positions are: [340, 341, 342, 343, 344, 345, 346, 347, 348]. The amino acids at these positions are: HGFTEQNSG. (6) The epitope positions are: [134, 135, 136, 137, 138, 139, 140, 141, 142, 143, 144, 145, 146, 147, 148, 149, 150, 151, 152, 153... (24 total positions)]. The amino acids at these positions are: KYSAGGMGRRGDLEPLAARVAAQL. Given the antigen sequence: NTTTGESADPVTTTVENYGGETQVQRRQHTDVTFIMDRFVKIQNLNPIHVIDLMQTHQHGLVGALLRAATYYFSDLEILVRHDGNLTWVPNGAPEAALSNMGNPTAYPKAPFTRLALPYTAPHRVLATVYNGTSKYSAGGMGRRGDLEPLAARVAAQLPTSFNFGAIQATTIHELLVRMKRAELYCPRPLLAVVVSSQDRHKQKIIAPAKQLL, which amino acid positions are active epitope sites? (7) Given the antigen sequence: MMLFSLFLISILHILLVKCQLDTNYEVSDETVSDNNKWAVLVAGSNGYPNYRHQADVCHAYHVLRSKGIKPEHIITMMYDDIAYNLMNPFPGKLFNDYNHKDWYEGVVIDYRGKNVNSKTFLKVLKGDKSAGGKVLKSGKNDDVFIYFTDHGAPGLIAFPDDELYAKEFMSTLKYLHSHKRYSKLVIYIEANESGSMFQQILPSNLSIYATTAANSTECSYSTFCGDPTITTCLADLYSYNWIVDSQTHHLTQRTLDQQYKEVKRETDLSHVQRYGDTRMGKLYVSEFQGSRDKSSSENDEPPMKPRHSIASRDIPLHTLHRQIMMTNNAEDKSFLMQILGLKLKRRDLIEDTMKLIVKVMNNEEIPNTKATIDQTLDCTESVYEQFKSKCFTLQQAPEVGGHFSTLYNYCADGYTAETINEAIIKICG, which amino acid positions are active epitope sites? The epitope positions are: [375, 376, 377, 378, 379, 380, 381, 382, 383, 384, 385, 386, 387, 388, 389, 390, 391, 392, 393, 394]. The amino acids at these positions are: TLDCTESVYEQFKSKCFTLQ.